Predict the product of the given reaction. From a dataset of Forward reaction prediction with 1.9M reactions from USPTO patents (1976-2016). (1) Given the reactants O1[C:5]2([CH2:10][CH2:9][CH:8]([N:11]3[CH2:16][CH2:15][C:14]4([C:25]5[C:20](=[CH:21][CH:22]=[CH:23][CH:24]=5)[CH2:19][N:18]([C:26](=[O:28])[CH3:27])[CH2:17]4)[CH2:13][CH2:12]3)[CH2:7][CH2:6]2)[O:4]CC1.[OH-].[K+], predict the reaction product. The product is: [C:26]([N:18]1[CH2:17][C:14]2([CH2:13][CH2:12][N:11]([CH:8]3[CH2:9][CH2:10][C:5](=[O:4])[CH2:6][CH2:7]3)[CH2:16][CH2:15]2)[C:25]2[C:20](=[CH:21][CH:22]=[CH:23][CH:24]=2)[CH2:19]1)(=[O:28])[CH3:27]. (2) Given the reactants [Cl:1][C:2]1[CH:3]=[CH:4][C:5]([NH2:24])=[C:6]2[C:10]=1[N:9]=[C:8]1[N:11]([C:16]3[CH:21]=[CH:20][C:19]([Cl:22])=[CH:18][C:17]=3[Cl:23])[CH2:12][CH2:13][CH2:14][CH2:15][N:7]21.[CH:25](=O)[CH3:26].[C:28](O[BH-](OC(=O)C)OC(=O)C)(=O)[CH3:29].[Na+], predict the reaction product. The product is: [Cl:1][C:2]1[C:3]([CH2:25][CH3:26])=[C:4]([CH2:28][CH3:29])[C:5]([NH2:24])=[C:6]2[C:10]=1[N:9]=[C:8]1[N:11]([C:16]3[CH:21]=[CH:20][C:19]([Cl:22])=[CH:18][C:17]=3[Cl:23])[CH2:12][CH2:13][CH2:14][CH2:15][N:7]21. (3) The product is: [Cl:1][C:2]1[CH:3]=[C:4]2[C:8](=[CH:9][CH:10]=1)[NH:7][C:6](=[O:11])[C:5]2=[N:12][N:13]=[CH:14][C:15]1[NH:19][C:18]([CH3:20])=[C:17]([C:21]([NH:23][CH2:24][CH2:25][CH2:26][CH2:27][CH2:28][C:29]([NH:51][C:50]2[CH:49]=[CH:48][CH:47]=[CH:46][C:54]=2[NH2:53])=[O:30])=[O:22])[C:16]=1[CH3:32]. Given the reactants [Cl:1][C:2]1[CH:3]=[C:4]2[C:8](=[CH:9][CH:10]=1)[NH:7][C:6](=[O:11])[C:5]2=[N:12][N:13]=[CH:14][C:15]1[NH:19][C:18]([CH3:20])=[C:17]([C:21]([NH:23][CH2:24][CH2:25][CH2:26][CH2:27][CH2:28][C:29](O)=[O:30])=[O:22])[C:16]=1[CH3:32].Cl.C(N=C=NCCCN(C)C)C.O[C:46]1[C:54]2[N:53]=N[NH:51][C:50]=2[CH:49]=[CH:48][CH:47]=1.C(N(CC)CC)C.C1(N)C=CC=CC=1N, predict the reaction product. (4) Given the reactants [NH2:1][C:2]1[CH:7]=[CH:6][C:5]([Cl:8])=[CH:4][C:3]=1[CH:9]([C:11]1[CH:16]=[CH:15][CH:14]=[C:13]([O:17][CH3:18])[CH:12]=1)O.[C:19](O)(=[O:26])[CH:20]([CH2:22][C:23]([OH:25])=[O:24])[SH:21].[OH-].[Na+].O.[OH-].[Li+], predict the reaction product. The product is: [Cl:8][C:5]1[CH:6]=[CH:7][C:2]2[NH:1][C:19](=[O:26])[C@@H:20]([CH2:22][C:23]([OH:25])=[O:24])[S:21][C@H:9]([C:11]3[CH:16]=[CH:15][CH:14]=[C:13]([O:17][CH3:18])[CH:12]=3)[C:3]=2[CH:4]=1.